Dataset: Catalyst prediction with 721,799 reactions and 888 catalyst types from USPTO. Task: Predict which catalyst facilitates the given reaction. Reactant: C([O:9][CH2:10][CH2:11][N:12]1[C:20]2[C:19](Cl)=[N:18][CH:17]=[N:16][C:15]=2[CH:14]=[CH:13]1)(=O)C1C=CC=CC=1.[NH2:22][C:23]1[CH:40]=[CH:39][C:26]([O:27][C:28]2[CH:29]=[C:30]([C:34]3([C:37]#[N:38])[CH2:36][CH2:35]3)[CH:31]=[CH:32][CH:33]=2)=[C:25]([CH3:41])[CH:24]=1.[OH-].[Na+]. Product: [OH:9][CH2:10][CH2:11][N:12]1[C:20]2[C:19]([NH:22][C:23]3[CH:40]=[CH:39][C:26]([O:27][C:28]4[CH:29]=[C:30]([C:34]5([C:37]#[N:38])[CH2:35][CH2:36]5)[CH:31]=[CH:32][CH:33]=4)=[C:25]([CH3:41])[CH:24]=3)=[N:18][CH:17]=[N:16][C:15]=2[CH:14]=[CH:13]1. The catalyst class is: 32.